This data is from Full USPTO retrosynthesis dataset with 1.9M reactions from patents (1976-2016). The task is: Predict the reactants needed to synthesize the given product. (1) Given the product [C:26]([O:30][C:31](=[O:32])[NH:33][CH2:34][C:35]([N:18]1[C:19]2[C:15](=[CH:14][C:13](/[CH:12]=[CH:11]/[CH:10]([C:4]3[CH:3]=[C:2]([Cl:1])[C:7]([F:8])=[C:6]([Cl:9])[CH:5]=3)[C:22]([F:24])([F:23])[F:25])=[CH:21][CH:20]=2)[CH:16]=[CH:17]1)=[O:36])([CH3:29])([CH3:27])[CH3:28], predict the reactants needed to synthesize it. The reactants are: [Cl:1][C:2]1[CH:3]=[C:4]([CH:10]([C:22]([F:25])([F:24])[F:23])/[CH:11]=[CH:12]/[C:13]2[CH:14]=[C:15]3[C:19](=[CH:20][CH:21]=2)[NH:18][CH:17]=[CH:16]3)[CH:5]=[C:6]([Cl:9])[C:7]=1[F:8].[C:26]([O:30][C:31]([NH:33][CH2:34][C:35](OC1C=CC([N+]([O-])=O)=CC=1)=[O:36])=[O:32])([CH3:29])([CH3:28])[CH3:27].[F-].[K+].C1OCCOCCOCCOCCOCCOC1.CCN(C(C)C)C(C)C. (2) Given the product [NH2:49][C:40]1[C:39]2[C:38](=[CH:45][C:44]([CH2:46][N:14]3[CH2:15][CH2:16][NH:11][C@@H:12]([CH2:18][CH2:19][S:20][CH3:21])[C:13]3=[O:17])=[CH:43][CH:42]=2)[N:37]=[CH:24][N:41]=1, predict the reactants needed to synthesize it. The reactants are: C(OC([N:11]1[CH2:16][CH2:15][NH:14][C:13](=[O:17])[C@@H:12]1[CH2:18][CH2:19][S:20][CH3:21])=O)C1C=CC=CC=1.[H-].[Na+].[C:24](=[N:37][C:38]1[CH:45]=[C:44]([CH2:46]Br)[CH:43]=[CH:42][C:39]=1[C:40]#[N:41])(C1C=CC=CC=1)C1C=CC=CC=1.C[N:49](C=O)C. (3) Given the product [C:1]([N:4]1[C:8]([CH:9]([CH3:11])[CH3:10])=[C:7]([CH2:12][C:13]2[CH:14]=[CH:15][CH:16]=[CH:17][CH:18]=2)[C:6]([O:19][C@@H:34]2[O:35][C@H:36]([CH2:53][O:54][C:55](=[O:60])[C:56]([CH3:59])([CH3:58])[CH3:57])[C@@H:37]([O:46][C:47](=[O:52])[C:48]([CH3:49])([CH3:50])[CH3:51])[C@H:38]([O:39][C:40](=[O:45])[C:41]([CH3:42])([CH3:43])[CH3:44])[C@H:33]2[O:32][C:26](=[O:31])[C:27]([CH3:30])([CH3:28])[CH3:29])=[N:5]1)(=[O:3])[CH3:2], predict the reactants needed to synthesize it. The reactants are: [C:1]([N:4]1[C:8]([CH:9]([CH3:11])[CH3:10])=[C:7]([CH2:12][C:13]2[CH:18]=[CH:17][CH:16]=[CH:15][CH:14]=2)[C:6](=[O:19])[NH:5]1)(=[O:3])[CH3:2].C(=O)([O-])[O-].[K+].[K+].[C:26]([O:32][C@@H:33]1[C@@H:38]([O:39][C:40](=[O:45])[C:41]([CH3:44])([CH3:43])[CH3:42])[C@H:37]([O:46][C:47](=[O:52])[C:48]([CH3:51])([CH3:50])[CH3:49])[C@@H:36]([CH2:53][O:54][C:55](=[O:60])[C:56]([CH3:59])([CH3:58])[CH3:57])[O:35][C@@H:34]1Br)(=[O:31])[C:27]([CH3:30])([CH3:29])[CH3:28]. (4) Given the product [Cl:13][C:14]1[CH:15]=[C:16]([CH:27]=[CH:28][C:29]=1[Cl:30])[CH2:17][N:18]1[CH2:24][CH2:23][CH2:22][O:21][CH:11]([CH2:12][NH:8][C:1]([NH:3][CH2:7][C:6]2[CH:41]=[CH:40][C:36]([C:37]([NH2:39])=[O:38])=[CH:35][CH:34]=2)=[O:2])[CH2:19]1, predict the reactants needed to synthesize it. The reactants are: [C:1]([N:8]1[CH:12]=[CH:11]N=C1)([N:3]1[CH:7]=[CH:6]N=C1)=[O:2].[Cl:13][C:14]1[CH:15]=[C:16]([CH:27]=[CH:28][C:29]=1[Cl:30])[CH2:17][N:18]1[CH2:24][CH2:23][CH2:22][O:21]C(CN)[CH2:19]1.NCC1[CH:41]=[CH:40][C:36]([C:37]([NH2:39])=[O:38])=[CH:35][CH:34]=1.CO. (5) Given the product [F:1][C:2]1[CH:3]=[C:4]([C:12]2[O:16][N:15]=[C:14]([C:17]([NH:26][C@H:24]([CH:23]([CH3:27])[CH3:22])[CH3:25])=[O:19])[C:13]=2[CH2:20][OH:21])[CH:5]=[CH:6][C:7]=1[C:8]([F:11])([F:10])[F:9], predict the reactants needed to synthesize it. The reactants are: [F:1][C:2]1[CH:3]=[C:4]([C:12]2[O:16][N:15]=[C:14]([C:17]([OH:19])=O)[C:13]=2[CH2:20][OH:21])[CH:5]=[CH:6][C:7]=1[C:8]([F:11])([F:10])[F:9].[CH3:22][CH:23]([CH3:27])[C@@H:24]([NH2:26])[CH3:25].C(N(CC)CC)C.[O-]P1(OP([O-])(=O)OP([O-])(=O)OP([O-])(=O)O1)=O.[Na+].[Na+].[Na+].[Na+]. (6) Given the product [ClH:42].[CH2:22]1[C:15]2[C:16]3[CH:17]=[CH:18][CH:19]=[CH:20][C:21]=3[N:13]([CH2:12][CH2:11][NH:10][S:7]([C:1]3[CH:6]=[CH:5][CH:4]=[CH:3][CH:2]=3)(=[O:8])=[O:9])[C:14]=2[CH2:26][CH2:25][NH:24][CH2:23]1, predict the reactants needed to synthesize it. The reactants are: [C:1]1([S:7]([NH:10][CH2:11][CH2:12][N:13]2[C:21]3[CH:20]=[CH:19][CH:18]=[CH:17][C:16]=3[C:15]3[CH2:22][CH2:23][N:24](C(OC(C)(C)C)=O)[CH2:25][CH2:26][C:14]2=3)(=[O:9])=[O:8])[CH:6]=[CH:5][CH:4]=[CH:3][CH:2]=1.C(C(O)=O)(F)(F)F.C(Cl)[Cl:42]. (7) The reactants are: [C:1]1([N:7]2[C:15]3[CH2:14][CH2:13][NH:12][CH2:11][C:10]=3[N:9]=[N:8]2)[CH:6]=[CH:5][CH:4]=[CH:3][CH:2]=1.[Cl:16][C:17]1[C:25]([C:26]([F:29])([F:28])[F:27])=[CH:24][CH:23]=[CH:22][C:18]=1[C:19](O)=[O:20].CCN(CC)CC.CN(C(ON1N=NC2C=CC=NC1=2)=[N+](C)C)C.F[P-](F)(F)(F)(F)F. Given the product [Cl:16][C:17]1[C:25]([C:26]([F:28])([F:29])[F:27])=[CH:24][CH:23]=[CH:22][C:18]=1[C:19]([N:12]1[CH2:13][CH2:14][C:15]2[N:7]([C:1]3[CH:2]=[CH:3][CH:4]=[CH:5][CH:6]=3)[N:8]=[N:9][C:10]=2[CH2:11]1)=[O:20], predict the reactants needed to synthesize it.